This data is from Reaction yield outcomes from USPTO patents with 853,638 reactions. The task is: Predict the reaction yield, written as a fraction of the theoretical maximum amount of product (1.0 means a 100% yield; for example, 0.34 means a 34% yield). The reactants are [CH2:1]([O:5][C:6]1[N:14]=[C:13]2[C:9]([N:10]=[CH:11][NH:12]2)=[C:8]([NH2:15])[N:7]=1)[CH2:2][CH2:3][CH3:4].C([O-])([O-])=O.[K+].[K+].Br[CH2:23][C:24]1[CH:25]=[C:26]([CH:34]=[CH:35][CH:36]=1)[CH2:27][P:28]([CH3:33])(=[O:32])[O:29][CH2:30][CH3:31]. The catalyst is CN(C=O)C. The product is [NH2:15][C:8]1[N:7]=[C:6]([O:5][CH2:1][CH2:2][CH2:3][CH3:4])[N:14]=[C:13]2[C:9]=1[N:10]=[CH:11][N:12]2[CH2:23][C:24]1[CH:25]=[C:26]([CH2:27][P:28]([CH3:33])(=[O:32])[O:29][CH2:30][CH3:31])[CH:34]=[CH:35][CH:36]=1. The yield is 0.340.